From a dataset of Forward reaction prediction with 1.9M reactions from USPTO patents (1976-2016). Predict the product of the given reaction. Given the reactants IC1C=CC(OC)=CC=1SC1NC2C=CN=C(N)C=2N=1.BrCCN1C(=O)C2C(=CC=CC=2)C1=O.C([O-])([O-])=O.[Cs+].[Cs+].[NH2:41][C:42]1[C:47]2[N:48]=[C:49]([S:64][C:65]3[C:73]([I:74])=[CH:72][C:68]4O[CH2:70][O:71][C:67]=4[CH:66]=3)[N:50]([CH2:51][CH2:52][N:53]3[C:61](=[O:62])[C:60]4[C:55](=[CH:56][CH:57]=[CH:58][CH:59]=4)[C:54]3=[O:63])[C:46]=2[CH:45]=[CH:44][N:43]=1, predict the reaction product. The product is: [NH2:41][C:42]1[C:47]2[N:48]=[C:49]([S:64][C:65]3[CH:66]=[C:67]([O:71][CH3:70])[CH:68]=[CH:72][C:73]=3[I:74])[N:50]([CH2:51][CH2:52][N:53]3[C:54](=[O:63])[C:55]4[C:60](=[CH:59][CH:58]=[CH:57][CH:56]=4)[C:61]3=[O:62])[C:46]=2[CH:45]=[CH:44][N:43]=1.